Dataset: Catalyst prediction with 721,799 reactions and 888 catalyst types from USPTO. Task: Predict which catalyst facilitates the given reaction. (1) Reactant: [BH4-].[Li+].C([O:5][C:6](=O)[CH2:7][O:8][C:9]1[CH:10]=[C:11]2[C:18](=[CH:19][CH:20]=1)[CH2:17][CH:16]1[CH:21]([NH:22][C:23]([O:25][C:26]([CH3:29])([CH3:28])[CH3:27])=[O:24])[CH:13]([CH2:14][CH2:15]1)[CH2:12]2)C. Product: [C:26]([O:25][C:23](=[O:24])[NH:22][CH:21]1[CH:16]2[CH2:15][CH2:14][CH:13]1[CH2:12][C:11]1[C:18]([CH2:17]2)=[CH:19][CH:20]=[C:9]([O:8][CH2:7][CH2:6][OH:5])[CH:10]=1)([CH3:29])([CH3:27])[CH3:28]. The catalyst class is: 1. (2) Reactant: CO[C:3](=[C:14]([C:17]#[N:18])[C:15]#[N:16])[CH2:4][C:5]1[CH:10]=[CH:9][CH:8]=[C:7]([N+:11]([O-])=[O:12])[CH:6]=1.[OH2:19].[NH2:20][NH2:21]. Product: [N+:11]([C:7]1[CH:6]=[C:5]([CH:10]=[CH:9][CH:8]=1)[CH2:4][C:3]1[C:14]([C:15]#[N:16])=[C:17]([NH2:18])[NH:21][N:20]=1)([O-:12])=[O:19]. The catalyst class is: 14. (3) Reactant: C([O:3][C:4](=[O:37])[C:5]([O:8][C:9]1[CH:14]=[CH:13][C:12]([O:15][CH2:16][CH2:17][C:18]2[N:19]=[C:20]([C:24]3[CH:29]=[CH:28][CH:27]=[CH:26][CH:25]=3)[O:21][C:22]=2[CH3:23])=[CH:11][C:10]=1[CH2:30][C:31]1[CH:36]=[CH:35][CH:34]=[CH:33][CH:32]=1)([CH3:7])[CH3:6])C.[OH-].[Na+]. Product: [CH2:30]([C:10]1[CH:11]=[C:12]([O:15][CH2:16][CH2:17][C:18]2[N:19]=[C:20]([C:24]3[CH:25]=[CH:26][CH:27]=[CH:28][CH:29]=3)[O:21][C:22]=2[CH3:23])[CH:13]=[CH:14][C:9]=1[O:8][C:5]([CH3:7])([CH3:6])[C:4]([OH:37])=[O:3])[C:31]1[CH:36]=[CH:35][CH:34]=[CH:33][CH:32]=1. The catalyst class is: 36. (4) Reactant: [Cl:1][C:2]1[C:3]([F:31])=[C:4]([CH:8]2[C:12]([C:15]3[CH:20]=[CH:19][C:18]([Cl:21])=[CH:17][C:16]=3[F:22])([C:13]#[N:14])[CH:11]([CH2:23][C:24]([CH3:27])([CH3:26])[CH3:25])[NH:10][CH:9]2[C:28](O)=[O:29])[CH:5]=[CH:6][CH:7]=1.CN(C(ON1N=NC2C=CC=NC1=2)=[N+](C)C)C.F[P-](F)(F)(F)(F)F.CCN(C(C)C)C(C)C.[CH3:65][S:66][C:67]1[CH:72]=[CH:71][CH:70]=[C:69]([NH2:73])[CH:68]=1. Product: [CH3:65][S:66][C:67]1[CH:68]=[C:69]([NH:73][C:28]([CH:9]2[CH:8]([C:4]3[CH:5]=[CH:6][CH:7]=[C:2]([Cl:1])[C:3]=3[F:31])[C:12]([C:15]3[CH:20]=[CH:19][C:18]([Cl:21])=[CH:17][C:16]=3[F:22])([C:13]#[N:14])[CH:11]([CH2:23][C:24]([CH3:26])([CH3:27])[CH3:25])[NH:10]2)=[O:29])[CH:70]=[CH:71][CH:72]=1. The catalyst class is: 2. (5) Reactant: [C:1]([O:5][C:6]([N:8]1[CH2:14][CH2:13][CH2:12][CH:11]([NH:15]CC2C=CC=CC=2)[CH2:10][CH2:9]1)=[O:7])([CH3:4])([CH3:3])[CH3:2].[CH2:23]([OH:25])[CH3:24]. Product: [C:1]([O:5][C:6]([N:8]1[CH2:14][CH2:13][CH2:12][CH:11]([NH2:15])[CH2:10][CH2:9]1)=[O:7])([CH3:4])([CH3:2])[CH3:3].[O:25]=[C:23]1[CH2:11][CH2:10][CH2:9][N:8]([C:6]([O:5][C:1]([CH3:2])([CH3:4])[CH3:3])=[O:7])[CH2:14][CH2:24]1. The catalyst class is: 45. (6) Reactant: [OH:1][C:2]1[CH:7]=[CH:6][C:5]([C@H:8]([NH:10][S@@](C(C)(C)C)=O)[CH3:9])=[CH:4][C:3]=1[O:17][CH3:18].[ClH:19]. Product: [ClH:19].[NH2:10][C@@H:8]([C:5]1[CH:6]=[CH:7][C:2]([OH:1])=[C:3]([O:17][CH3:18])[CH:4]=1)[CH3:9]. The catalyst class is: 5. (7) Reactant: C(N(CC)CC)C.[Cl:8][C:9]1[C:14]([NH:15][C:16](=O)[CH2:17][CH2:18][CH2:19][CH3:20])=[C:13]([NH:22][CH2:23][CH2:24][O:25][C:26]2[CH:31]=[CH:30][CH:29]=[CH:28][CH:27]=2)[C:12]([CH3:32])=[C:11]([CH3:33])[N:10]=1. Product: [CH2:17]([C:16]1[N:22]([CH2:23][CH2:24][O:25][C:26]2[CH:31]=[CH:30][CH:29]=[CH:28][CH:27]=2)[C:13]2[C:12]([CH3:32])=[C:11]([CH3:33])[N:10]=[C:9]([Cl:8])[C:14]=2[N:15]=1)[CH2:18][CH2:19][CH3:20]. The catalyst class is: 8.